This data is from Catalyst prediction with 721,799 reactions and 888 catalyst types from USPTO. The task is: Predict which catalyst facilitates the given reaction. (1) Reactant: [CH:1]1([C:7]2[N:8]([C:12]3[CH:13]=[C:14]([CH:23]=[CH:24][C:25]=3[N+:26]([O-:28])=[O:27])[C:15]([NH:17][CH2:18][CH2:19][O:20][CH2:21][CH3:22])=[O:16])[CH:9]=[CH:10][N:11]=2)[CH2:6][CH2:5][CH2:4][CH2:3][CH2:2]1.[H-].[Na+].[CH3:31]I. Product: [CH:1]1([C:7]2[N:8]([C:12]3[CH:13]=[C:14]([CH:23]=[CH:24][C:25]=3[N+:26]([O-:28])=[O:27])[C:15]([N:17]([CH2:18][CH2:19][O:20][CH2:21][CH3:22])[CH3:31])=[O:16])[CH:9]=[CH:10][N:11]=2)[CH2:6][CH2:5][CH2:4][CH2:3][CH2:2]1. The catalyst class is: 395. (2) Reactant: O.[OH-].[Li+].OO.C([C@H]1COC(=O)N1[C:19]([C@H:21]1[CH2:25][C:24](=[O:26])[N:23]([CH2:27][C:28]2[CH:33]=[CH:32][C:31]([O:34][CH3:35])=[CH:30][C:29]=2[O:36][CH3:37])[CH2:22]1)=[O:20])C1C=CC=CC=1.S([O-])(O)=[O:39].[Na+]. Product: [CH3:37][O:36][C:29]1[CH:30]=[C:31]([O:34][CH3:35])[CH:32]=[CH:33][C:28]=1[CH2:27][N:23]1[C:24](=[O:26])[CH2:25][C@H:21]([C:19]([OH:20])=[O:39])[CH2:22]1. The catalyst class is: 132. (3) Reactant: [Br:1][C:2]1[CH:14]=[CH:13][C:5]([O:6][CH:7]2[CH2:12][CH2:11][NH:10][CH2:9][CH2:8]2)=[CH:4][CH:3]=1.C([O-])([O-])=O.[Na+].[Na+].[O:21](C(OC(C)(C)C)=O)[C:22]([O:24][C:25]([CH3:28])([CH3:27])[CH3:26])=O. Product: [C:25]([O:24][C:22]([N:10]1[CH2:9][CH2:8][CH:7]([O:6][C:5]2[CH:13]=[CH:14][C:2]([Br:1])=[CH:3][CH:4]=2)[CH2:12][CH2:11]1)=[O:21])([CH3:28])([CH3:27])[CH3:26]. The catalyst class is: 38.